From a dataset of Reaction yield outcomes from USPTO patents with 853,638 reactions. Predict the reaction yield, written as a fraction of the theoretical maximum amount of product (1.0 means a 100% yield; for example, 0.34 means a 34% yield). The reactants are Cl.[Cl:2][C:3]1[N:8]=[CH:7][C:6]([CH2:9][N:10]2[CH:15]=[CH:14][CH:13]=[CH:12][C:11]2=[NH:16])=[CH:5][CH:4]=1.C(N(CC)CC)C.[CH2:24]([O:26][C:27]([N:29]=[C:30]=[S:31])=[O:28])[CH3:25]. The catalyst is C(#N)C. The product is [Cl:2][C:3]1[N:8]=[CH:7][C:6]([CH2:9][N:10]2[CH:15]=[CH:14][CH:13]=[CH:12][C:11]2=[N:16][C:30]([NH:29][C:27]([O:26][CH2:24][CH3:25])=[O:28])=[S:31])=[CH:5][CH:4]=1. The yield is 0.570.